This data is from NCI-60 drug combinations with 297,098 pairs across 59 cell lines. The task is: Regression. Given two drug SMILES strings and cell line genomic features, predict the synergy score measuring deviation from expected non-interaction effect. (1) Drug 1: C1=C(C(=O)NC(=O)N1)N(CCCl)CCCl. Drug 2: C1=NC2=C(N=C(N=C2N1C3C(C(C(O3)CO)O)F)Cl)N. Cell line: OVCAR-5. Synergy scores: CSS=16.1, Synergy_ZIP=-7.42, Synergy_Bliss=-1.86, Synergy_Loewe=-6.88, Synergy_HSA=0.521. (2) Cell line: SF-295. Drug 1: CC1=C2C(C(=O)C3(C(CC4C(C3C(C(C2(C)C)(CC1OC(=O)C(C(C5=CC=CC=C5)NC(=O)OC(C)(C)C)O)O)OC(=O)C6=CC=CC=C6)(CO4)OC(=O)C)O)C)O. Drug 2: CCN(CC)CCNC(=O)C1=C(NC(=C1C)C=C2C3=C(C=CC(=C3)F)NC2=O)C. Synergy scores: CSS=3.23, Synergy_ZIP=6.40, Synergy_Bliss=4.61, Synergy_Loewe=6.31, Synergy_HSA=3.98. (3) Drug 1: CC1=CC2C(CCC3(C2CCC3(C(=O)C)OC(=O)C)C)C4(C1=CC(=O)CC4)C. Drug 2: CC1=C(C(CCC1)(C)C)C=CC(=CC=CC(=CC(=O)O)C)C. Cell line: LOX IMVI. Synergy scores: CSS=0.943, Synergy_ZIP=-3.21, Synergy_Bliss=-4.22, Synergy_Loewe=-3.73, Synergy_HSA=-2.99. (4) Drug 1: C1CC(C1)(C(=O)O)C(=O)O.[NH2-].[NH2-].[Pt+2]. Drug 2: C1=NNC2=C1C(=O)NC=N2. Cell line: LOX IMVI. Synergy scores: CSS=19.2, Synergy_ZIP=0.257, Synergy_Bliss=4.39, Synergy_Loewe=0.245, Synergy_HSA=4.19. (5) Drug 1: CCC1(CC2CC(C3=C(CCN(C2)C1)C4=CC=CC=C4N3)(C5=C(C=C6C(=C5)C78CCN9C7C(C=CC9)(C(C(C8N6C=O)(C(=O)OC)O)OC(=O)C)CC)OC)C(=O)OC)O.OS(=O)(=O)O. Drug 2: C1=NC2=C(N=C(N=C2N1C3C(C(C(O3)CO)O)F)Cl)N. Cell line: NCI-H522. Synergy scores: CSS=31.4, Synergy_ZIP=-2.58, Synergy_Bliss=3.11, Synergy_Loewe=-10.7, Synergy_HSA=0.381. (6) Synergy scores: CSS=39.7, Synergy_ZIP=19.0, Synergy_Bliss=18.3, Synergy_Loewe=20.1, Synergy_HSA=20.4. Cell line: UO-31. Drug 2: C1C(C(OC1N2C=NC3=C2NC=NCC3O)CO)O. Drug 1: CC12CCC(CC1=CCC3C2CCC4(C3CC=C4C5=CN=CC=C5)C)O. (7) Cell line: CCRF-CEM. Synergy scores: CSS=66.3, Synergy_ZIP=-1.56, Synergy_Bliss=-2.28, Synergy_Loewe=3.45, Synergy_HSA=4.88. Drug 1: C1=NC2=C(N1)C(=S)N=C(N2)N. Drug 2: C1C(C(OC1N2C=NC(=NC2=O)N)CO)O. (8) Drug 1: CN1CCC(CC1)COC2=C(C=C3C(=C2)N=CN=C3NC4=C(C=C(C=C4)Br)F)OC. Drug 2: CC=C1C(=O)NC(C(=O)OC2CC(=O)NC(C(=O)NC(CSSCCC=C2)C(=O)N1)C(C)C)C(C)C. Cell line: SK-MEL-2. Synergy scores: CSS=63.6, Synergy_ZIP=-3.02, Synergy_Bliss=-7.01, Synergy_Loewe=-68.1, Synergy_HSA=-8.16. (9) Drug 1: C1C(C(OC1N2C=NC3=C2NC=NCC3O)CO)O. Drug 2: CC1C(C(CC(O1)OC2CC(CC3=C2C(=C4C(=C3O)C(=O)C5=C(C4=O)C(=CC=C5)OC)O)(C(=O)CO)O)N)O.Cl. Cell line: NCI-H226. Synergy scores: CSS=42.6, Synergy_ZIP=-0.736, Synergy_Bliss=-4.48, Synergy_Loewe=-13.4, Synergy_HSA=-2.46. (10) Drug 1: COC1=C(C=C2C(=C1)N=CN=C2NC3=CC(=C(C=C3)F)Cl)OCCCN4CCOCC4. Drug 2: C1CCC(CC1)NC(=O)N(CCCl)N=O. Cell line: MDA-MB-435. Synergy scores: CSS=11.7, Synergy_ZIP=-3.08, Synergy_Bliss=1.17, Synergy_Loewe=-2.24, Synergy_HSA=-1.18.